Predict which catalyst facilitates the given reaction. From a dataset of Catalyst prediction with 721,799 reactions and 888 catalyst types from USPTO. (1) Reactant: [NH:1]1[CH2:6][CH2:5][CH:4]([CH2:7][CH2:8][CH2:9][CH2:10][NH:11][C:12](=[O:21])[CH2:13][CH2:14][C:15]2[CH:16]=[N:17][CH:18]=[CH:19][CH:20]=2)[CH2:3][CH2:2]1.[CH:22]1[C:31]2[C:26](=[CH:27][CH:28]=[CH:29][CH:30]=2)[CH:25]=[CH:24][C:23]=1[C:32](Cl)=[O:33].[OH-].[Na+]. Product: [CH:22]1[C:31]2[C:26](=[CH:27][CH:28]=[CH:29][CH:30]=2)[CH:25]=[CH:24][C:23]=1[C:32]([N:1]1[CH2:6][CH2:5][CH:4]([CH2:7][CH2:8][CH2:9][CH2:10][NH:11][C:12](=[O:21])[CH2:13][CH2:14][C:15]2[CH:16]=[N:17][CH:18]=[CH:19][CH:20]=2)[CH2:3][CH2:2]1)=[O:33]. The catalyst class is: 4. (2) Reactant: [Br:1][C:2]1[C:3](=[O:25])[C:4]([O:17][CH2:18][C:19]2[CH:24]=[CH:23][CH:22]=[CH:21][CH:20]=2)=[C:5]([C:13]([O:15][CH3:16])=[O:14])[N:6]([CH2:8][CH:9]([OH:12])[O:10]C)[CH:7]=1.I([O-])(=O)(=O)=O.[Na+].BrC1C(=O)C(OCC2C=CC=CC=2)=C(C(OC)=O)N(CC(O)CO)C=1. Product: [Br:1][C:2]1[C:3](=[O:25])[C:4]([O:17][CH2:18][C:19]2[CH:24]=[CH:23][CH:22]=[CH:21][CH:20]=2)=[C:5]([C:13]([O:15][CH3:16])=[O:14])[N:6]([CH2:8][CH:9]([OH:12])[OH:10])[CH:7]=1. The catalyst class is: 6.